Dataset: Full USPTO retrosynthesis dataset with 1.9M reactions from patents (1976-2016). Task: Predict the reactants needed to synthesize the given product. (1) Given the product [ClH:1].[Cl:1][C:2]1[CH:9]=[C:8]([Cl:10])[CH:7]=[C:6]([CH3:11])[C:3]=1[CH2:4][NH2:5], predict the reactants needed to synthesize it. The reactants are: [Cl:1][C:2]1[CH:9]=[C:8]([Cl:10])[CH:7]=[C:6]([CH3:11])[C:3]=1[C:4]#[N:5].Cl. (2) Given the product [Cl:1][C:2]1[C:3]([Cl:23])=[CH:4][C:5]2[C:6]3[CH2:15][CH2:14][N:13]([C:16]([O:18][C:19]([CH3:20])([CH3:22])[CH3:21])=[O:17])[CH2:12][CH2:11][C:7]=3[N:8]([CH2:27][CH2:28][O:29][C:30]3[CH:35]=[CH:34][CH:33]=[CH:32][CH:31]=3)[C:9]=2[CH:10]=1, predict the reactants needed to synthesize it. The reactants are: [Cl:1][C:2]1[C:3]([Cl:23])=[CH:4][C:5]2[C:6]3[CH2:15][CH2:14][N:13]([C:16]([O:18][C:19]([CH3:22])([CH3:21])[CH3:20])=[O:17])[CH2:12][CH2:11][C:7]=3[NH:8][C:9]=2[CH:10]=1.[H-].[Na+].Br[CH2:27][CH2:28][O:29][C:30]1[CH:35]=[CH:34][CH:33]=[CH:32][CH:31]=1. (3) Given the product [CH3:26][C:27]1[N:28]([CH2:2][C:3]2[CH:4]=[C:5]([C:9]3[CH:13]=[C:12]([CH2:14][CH:15]([CH3:17])[CH3:16])[S:11][C:10]=3[S:18]([NH:21][C:22]([CH3:25])([CH3:24])[CH3:23])(=[O:20])=[O:19])[CH:6]=[CH:7][CH:8]=2)[CH:29]=[CH:30][N:31]=1, predict the reactants needed to synthesize it. The reactants are: Br[CH2:2][C:3]1[CH:4]=[C:5]([C:9]2[CH:13]=[C:12]([CH2:14][CH:15]([CH3:17])[CH3:16])[S:11][C:10]=2[S:18]([NH:21][C:22]([CH3:25])([CH3:24])[CH3:23])(=[O:20])=[O:19])[CH:6]=[CH:7][CH:8]=1.[CH3:26][C:27]1[NH:28][CH:29]=[CH:30][N:31]=1. (4) Given the product [O:1]1[C:5]2[CH:6]=[CH:7][C:8]([N:10]([CH3:35])[C:11](=[O:34])[C@@H:12]([NH:20][C:21]([N:23]([S:24]([C:27]3[CH:32]=[CH:31][CH:30]=[CH:29][C:28]=3[Br:33])(=[O:26])=[O:25])[CH3:36])=[O:22])[CH2:13][C:14]3[CH:19]=[CH:18][CH:17]=[CH:16][CH:15]=3)=[CH:9][C:4]=2[O:3][CH2:2]1, predict the reactants needed to synthesize it. The reactants are: [O:1]1[C:5]2[CH:6]=[CH:7][C:8]([N:10]([CH3:35])[C:11](=[O:34])[C@@H:12]([NH:20][C:21]([NH:23][S:24]([C:27]3[CH:32]=[CH:31][CH:30]=[CH:29][C:28]=3[Br:33])(=[O:26])=[O:25])=[O:22])[CH2:13][C:14]3[CH:19]=[CH:18][CH:17]=[CH:16][CH:15]=3)=[CH:9][C:4]=2[O:3][CH2:2]1.[C:36]([O-])([O-])=O.[K+].[K+].IC. (5) Given the product [Cl:48][C:44]1[CH:45]=[CH:46][CH:47]=[C:42]([Cl:41])[C:43]=1[C:49]1[C:53]([CH2:54][O:1][C:2]2[CH:7]=[CH:6][C:5]([C:8]3[CH:9]=[C:10]4[C:15](=[CH:16][CH:17]=3)[N:14]=[C:13]([C:18]([O:20][CH3:21])=[O:19])[CH:12]=[CH:11]4)=[CH:4][CH:3]=2)=[C:52]([C@@H:56]([CH3:59])[CH2:57][CH3:58])[O:51][N:50]=1, predict the reactants needed to synthesize it. The reactants are: [OH:1][C:2]1[CH:7]=[CH:6][C:5]([C:8]2[CH:9]=[C:10]3[C:15](=[CH:16][CH:17]=2)[N:14]=[C:13]([C:18]([O:20][CH3:21])=[O:19])[CH:12]=[CH:11]3)=[CH:4][CH:3]=1.C1(P(C2C=CC=CC=2)C2C=CC=CC=2)C=CC=CC=1.[Cl:41][C:42]1[CH:47]=[CH:46][CH:45]=[C:44]([Cl:48])[C:43]=1[C:49]1[C:53]([CH2:54]O)=[C:52]([C@@H:56]([CH3:59])[CH2:57][CH3:58])[O:51][N:50]=1.N(C(OC(C)C)=O)=NC(OC(C)C)=O. (6) Given the product [C:1]([O:5][C:6](=[O:36])[CH2:7][CH:8]([NH:13][C:14](=[O:35])[CH:15]([CH2:19][C:20]([N:22]1[C:34]2[CH:33]=[CH:32][CH:31]=[CH:30][C:29]=2[C:28]2[C:23]1=[CH:24][CH:25]=[CH:26][CH:27]=2)=[O:21])[CH2:16][CH2:17][CH3:18])[C:9](=[O:12])[CH2:10][F:11])([CH3:2])([CH3:3])[CH3:4], predict the reactants needed to synthesize it. The reactants are: [C:1]([O:5][C:6](=[O:36])[CH2:7][CH:8]([NH:13][C:14](=[O:35])[CH:15]([CH2:19][C:20]([N:22]1[C:34]2[CH:33]=[CH:32][CH:31]=[CH:30][C:29]=2[C:28]2[C:23]1=[CH:24][CH:25]=[CH:26][CH:27]=2)=[O:21])[CH2:16][CH2:17][CH3:18])[CH:9]([OH:12])[CH2:10][F:11])([CH3:4])([CH3:3])[CH3:2].CC(OI1(OC(C)=O)(OC(C)=O)OC(=O)C2C1=CC=CC=2)=O.